This data is from Full USPTO retrosynthesis dataset with 1.9M reactions from patents (1976-2016). The task is: Predict the reactants needed to synthesize the given product. (1) Given the product [CH3:17][O:10][C:8](=[O:9])[C:7]1[CH:11]=[CH:12][CH:13]=[C:5]([C:3]2[N:16]=[CH:14][S:15][CH:2]=2)[CH:6]=1, predict the reactants needed to synthesize it. The reactants are: Br[CH2:2][C:3]([C:5]1[CH:6]=[C:7]([CH:11]=[CH:12][CH:13]=1)[C:8]([OH:10])=[O:9])=O.[CH:14]([NH2:16])=[S:15].[CH3:17]CO. (2) Given the product [F:35][C:2]([F:1])([F:34])[O:3][C:4]1[CH:5]=[CH:6][C:7]([CH2:8][NH:9][C:10]([C@H:12]2[CH2:17][N:16]([C:37]3[S:38][C:39]4[C:44]([Cl:45])=[N:43][C:42]([CH:46]5[CH2:47][CH2:48]5)=[N:41][C:40]=4[N:49]=3)[CH2:15][CH2:14][N:13]2[S:18]([C:21]2[CH:26]=[CH:25][C:24]([O:27][C:28]([F:29])([F:30])[F:31])=[CH:23][CH:22]=2)(=[O:19])=[O:20])=[O:11])=[CH:32][CH:33]=1, predict the reactants needed to synthesize it. The reactants are: [F:1][C:2]([F:35])([F:34])[O:3][C:4]1[CH:33]=[CH:32][C:7]([CH2:8][NH:9][C:10]([C@H:12]2[CH2:17][NH:16][CH2:15][CH2:14][N:13]2[S:18]([C:21]2[CH:26]=[CH:25][C:24]([O:27][C:28]([F:31])([F:30])[F:29])=[CH:23][CH:22]=2)(=[O:20])=[O:19])=[O:11])=[CH:6][CH:5]=1.Cl[C:37]1[S:38][C:39]2[C:44]([Cl:45])=[N:43][C:42]([CH:46]3[CH2:48][CH2:47]3)=[N:41][C:40]=2[N:49]=1.C(N(CC)C(C)C)(C)C. (3) Given the product [NH:31]1[C:35]2[CH:36]=[CH:37][CH:38]=[CH:39][C:34]=2[N:33]=[C:32]1[NH:40][C:26]([CH2:25][NH:24][C:22](=[O:23])[C:21]1[CH:20]=[CH:19][C:18]([S:15](=[O:17])(=[O:16])[NH:14][C:9]2[CH:10]=[CH:11][CH:12]=[CH:13][C:8]=2[O:1][C:2]2[CH:7]=[CH:6][CH:5]=[CH:4][CH:3]=2)=[CH:30][CH:29]=1)=[O:28], predict the reactants needed to synthesize it. The reactants are: [O:1]([C:8]1[CH:13]=[CH:12][CH:11]=[CH:10][C:9]=1[NH:14][S:15]([C:18]1[CH:30]=[CH:29][C:21]([C:22]([NH:24][CH2:25][C:26]([OH:28])=O)=[O:23])=[CH:20][CH:19]=1)(=[O:17])=[O:16])[C:2]1[CH:7]=[CH:6][CH:5]=[CH:4][CH:3]=1.[NH:31]1[C:35]2[CH:36]=[CH:37][CH:38]=[CH:39][C:34]=2[N:33]=[C:32]1[NH2:40]. (4) The reactants are: Cl.CC1C=CC(S(OC[C@@H]2O[C:18]3[C:20]([CH3:25])=[C:21]([NH2:24])[CH:22]=[CH:23][C:17]=3OC2)(=O)=O)=CC=1.[C:26]([O-:29])(=O)[CH3:27].[K+].C(OC(=O)C)(=O)C.[N:38](OCCC(C)C)=O. Given the product [C:26]([C:25]1[C:20]2[C:21](=[CH:22][CH:23]=[CH:17][CH:18]=2)[NH:24][N:38]=1)(=[O:29])[CH3:27], predict the reactants needed to synthesize it. (5) Given the product [C:1]([O:5][C:6](=[O:26])[NH:7][C:8]1[C:13]([NH:14][C:30](=[O:29])[CH2:31][C:32](=[O:44])[C:33]2[CH:38]=[CH:37][CH:36]=[C:35]([N:39]3[CH:43]=[CH:42][N:41]=[N:40]3)[CH:34]=2)=[CH:12][C:11]([C:15]2[CH:20]=[CH:19][CH:18]=[C:17]([F:21])[C:16]=2[F:22])=[C:10]([N:23]([CH3:24])[CH3:25])[CH:9]=1)([CH3:4])([CH3:3])[CH3:2], predict the reactants needed to synthesize it. The reactants are: [C:1]([O:5][C:6](=[O:26])[NH:7][C:8]1[C:13]([NH2:14])=[CH:12][C:11]([C:15]2[CH:20]=[CH:19][CH:18]=[C:17]([F:21])[C:16]=2[F:22])=[C:10]([N:23]([CH3:25])[CH3:24])[CH:9]=1)([CH3:4])([CH3:3])[CH3:2].C([O:29][C:30](=O)[CH2:31][C:32](=[O:44])[C:33]1[CH:38]=[CH:37][CH:36]=[C:35]([N:39]2[CH:43]=[CH:42][N:41]=[N:40]2)[CH:34]=1)C.